This data is from Reaction yield outcomes from USPTO patents with 853,638 reactions. The task is: Predict the reaction yield, written as a fraction of the theoretical maximum amount of product (1.0 means a 100% yield; for example, 0.34 means a 34% yield). The catalyst is C(O)(C(F)(F)F)=O. The reactants are [C:1]([NH:6][C:7]1[C:15]2[C:10](=[N:11][CH:12]=[C:13]([Cl:30])[C:14]=2[N:16]2[CH2:21][CH2:20][CH2:19][C@@H:18]([NH:22]C(=O)OC(C)(C)C)[CH2:17]2)[NH:9][CH:8]=1)(=[O:5])[CH2:2][CH2:3][CH3:4]. The yield is 0.740. The product is [NH2:22][C@@H:18]1[CH2:19][CH2:20][CH2:21][N:16]([C:14]2[C:13]([Cl:30])=[CH:12][N:11]=[C:10]3[NH:9][CH:8]=[C:7]([NH:6][C:1](=[O:5])[CH2:2][CH2:3][CH3:4])[C:15]=23)[CH2:17]1.